Dataset: Forward reaction prediction with 1.9M reactions from USPTO patents (1976-2016). Task: Predict the product of the given reaction. (1) Given the reactants [Cl:1][C:2]1[CH:3]=[C:4]([C:9]2[S:10][CH:11]=[C:12]([C:15]([CH3:17])=O)[C:13]=2[OH:14])[CH:5]=[CH:6][C:7]=1[Cl:8].[N:18]1([CH2:23][CH2:24][NH:25][C:26]([C:28]2[S:29][C:30]([C:33]([NH:35][NH2:36])=[O:34])=[CH:31][CH:32]=2)=[O:27])[CH2:22][CH2:21][CH2:20][CH2:19]1, predict the reaction product. The product is: [N:18]1([CH2:23][CH2:24][NH:25][C:26]([C:28]2[S:29][C:30]([C:33]([NH:35][N:36]=[C:15]([C:12]3[C:13]([OH:14])=[C:9]([C:4]4[CH:5]=[CH:6][C:7]([Cl:8])=[C:2]([Cl:1])[CH:3]=4)[S:10][CH:11]=3)[CH3:17])=[O:34])=[CH:31][CH:32]=2)=[O:27])[CH2:22][CH2:21][CH2:20][CH2:19]1. (2) Given the reactants [Br:1][C:2]1[CH:7]=[CH:6][C:5]([S:8][CH:9]([CH2:13][C:14]2([CH3:17])[CH2:16][CH2:15]2)[C:10]([OH:12])=O)=[CH:4][CH:3]=1.CN(C(O[N:26]1N=[N:33][C:28]2C=CC=N[C:27]1=2)=[N+](C)C)C.F[P-](F)(F)(F)(F)F.Cl.NCC#N.C(N(CC)C(C)C)(C)C, predict the reaction product. The product is: [Br:1][C:2]1[CH:3]=[CH:4][C:5]([S:8][CH:9]([CH2:13][C:14]2([CH3:17])[CH2:16][CH2:15]2)[C:10]([NH:33][CH2:28][C:27]#[N:26])=[O:12])=[CH:6][CH:7]=1. (3) Given the reactants [CH:1]([O:4][C:5]1[CH:9]=[C:8]([CH2:10][CH2:11][C:12]([O:14][CH2:15][CH3:16])=[O:13])[NH:7][N:6]=1)([CH3:3])[CH3:2].[H-].[Na+].[Cl:19][C:20]1[CH:25]=[CH:24][C:23]([CH2:26]Cl)=[C:22]([O:28][CH2:29][CH3:30])[CH:21]=1.Cl, predict the reaction product. The product is: [Cl:19][C:20]1[CH:25]=[CH:24][C:23]([CH2:26][N:7]2[C:8]([CH2:10][CH2:11][C:12]([O:14][CH2:15][CH3:16])=[O:13])=[CH:9][C:5]([O:4][CH:1]([CH3:3])[CH3:2])=[N:6]2)=[C:22]([O:28][CH2:29][CH3:30])[CH:21]=1. (4) The product is: [Br:1][C:2]1[CH:3]=[C:4]([CH2:8][CH2:9][NH:10][C:20](=[O:21])[C:19]([F:30])([F:29])[F:18])[CH:5]=[CH:6][CH:7]=1. Given the reactants [Br:1][C:2]1[CH:3]=[C:4]([CH2:8][CH2:9][NH2:10])[CH:5]=[CH:6][CH:7]=1.C(N(CC)CC)C.[F:18][C:19]([F:30])([F:29])[C:20](O[C:20](=[O:21])[C:19]([F:30])([F:29])[F:18])=[O:21], predict the reaction product.